From a dataset of Reaction yield outcomes from USPTO patents with 853,638 reactions. Predict the reaction yield, written as a fraction of the theoretical maximum amount of product (1.0 means a 100% yield; for example, 0.34 means a 34% yield). (1) The reactants are [CH2:1]([O:3][C:4](=[O:10])[CH:5]([Cl:9])[O:6][CH2:7][CH3:8])[CH3:2].[C:11]1([P:17]([C:24]2[CH:29]=[CH:28][CH:27]=[CH:26][CH:25]=2)[C:18]2[CH:23]=[CH:22][CH:21]=[CH:20][CH:19]=2)[CH:16]=[CH:15][CH:14]=[CH:13][CH:12]=1. The catalyst is C(Cl)(Cl)Cl. The product is [Cl-:9].[CH2:7]([O:6][CH:5]([P+:17]([C:18]1[CH:19]=[CH:20][CH:21]=[CH:22][CH:23]=1)([C:24]1[CH:29]=[CH:28][CH:27]=[CH:26][CH:25]=1)[C:11]1[CH:12]=[CH:13][CH:14]=[CH:15][CH:16]=1)[C:4]([O:3][CH2:1][CH3:2])=[O:10])[CH3:8]. The yield is 0.820. (2) The reactants are [Br:1][C:2]1[CH:3]=[C:4]([OH:9])[C:5]([I:8])=[N:6][CH:7]=1.[CH3:10]N(C=O)C.[H-].[Na+].CI. The catalyst is [NH4+].[Cl-].O.CCOC(C)=O. The yield is 0.780. The product is [Br:1][C:2]1[CH:3]=[C:4]([O:9][CH3:10])[C:5]([I:8])=[N:6][CH:7]=1. (3) The reactants are [OH:1][C:2]1[CH:3]=[C:4]([C:9]2([C:12]([OH:14])=[O:13])[CH2:11][CH2:10]2)[CH:5]=[CH:6][C:7]=1[OH:8].[CH3:15]C1C=CC(S(O)(=O)=O)=CC=1. The catalyst is CO. The product is [OH:1][C:2]1[CH:3]=[C:4]([C:9]2([C:12]([O:14][CH3:15])=[O:13])[CH2:11][CH2:10]2)[CH:5]=[CH:6][C:7]=1[OH:8]. The yield is 0.910. (4) The reactants are O[CH2:2][CH2:3][NH:4][S:5]([C:8]1[CH:13]=[CH:12][C:11]([C:14]2[C:15]3[C:16]4[CH:29]=[CH:28][S:27][C:17]=4[C:18](=[O:26])[NH:19][C:20]=3[CH:21]=[CH:22][C:23]=2[O:24][CH3:25])=[CH:10][CH:9]=1)(=[O:7])=[O:6].CCN(S(F)(F)[F:36])CC. The catalyst is C(Cl)Cl.C1COCC1. The product is [F:36][CH2:2][CH2:3][NH:4][S:5]([C:8]1[CH:13]=[CH:12][C:11]([C:14]2[C:15]3[C:16]4[CH:29]=[CH:28][S:27][C:17]=4[C:18](=[O:26])[NH:19][C:20]=3[CH:21]=[CH:22][C:23]=2[O:24][CH3:25])=[CH:10][CH:9]=1)(=[O:7])=[O:6]. The yield is 0.750. (5) The reactants are N[C:2]1[C:11]2[C:6](=[CH:7][C:8]([Br:12])=[CH:9][CH:10]=2)[N:5]=[N:4]C=1C(N)=O.[OH-:16].[K+].[C:18]([OH:21])(=[O:20])[CH3:19]. The catalyst is O1CCOCC1.O. The product is [Br:12][C:8]1[CH:7]=[C:6]2[C:11]([C:2]([OH:16])=[C:19]([C:18]([OH:21])=[O:20])[N:4]=[N:5]2)=[CH:10][CH:9]=1. The yield is 0.870. (6) The reactants are [CH2:1]1[CH:5]2[CH:6]([NH2:11])[CH:7]([C:8]([OH:10])=[O:9])[CH:2]1[CH:3]=[CH:4]2.[CH2:12]([O:19][C:20]1[CH:25]=[CH:24][C:23]([S:26](Cl)(=[O:28])=[O:27])=[CH:22][CH:21]=1)[C:13]1[CH:18]=[CH:17][CH:16]=[CH:15][CH:14]=1.C(N(CC)CC)C. The catalyst is O.O1CCOCC1. The product is [CH2:12]([O:19][C:20]1[CH:25]=[CH:24][C:23]([S:26]([NH:11][CH:6]2[CH:5]3[CH2:1][CH:2]([CH:3]=[CH:4]3)[CH:7]2[C:8]([OH:10])=[O:9])(=[O:28])=[O:27])=[CH:22][CH:21]=1)[C:13]1[CH:14]=[CH:15][CH:16]=[CH:17][CH:18]=1. The yield is 0.980. (7) The reactants are [CH2:1]([O:8][C:9]([NH:11][C:12]([CH:31]=O)([CH2:18][CH2:19][CH2:20][CH2:21][B:22]1[O:26][C:25]([CH3:28])([CH3:27])[C:24]([CH3:30])([CH3:29])[O:23]1)[C:13]([O:15][CH2:16][CH3:17])=[O:14])=[O:10])[C:2]1[CH:7]=[CH:6][CH:5]=[CH:4][CH:3]=1.[NH:33]1[CH2:38][CH2:37][CH2:36][CH2:35][CH2:34]1.C(O)(=O)C.C(O[BH-](OC(=O)C)OC(=O)C)(=O)C.[Na+]. The catalyst is ClCCCl. The product is [CH2:1]([O:8][C:9]([NH:11][C:12]([CH2:31][N:33]1[CH2:38][CH2:37][CH2:36][CH2:35][CH2:34]1)([CH2:18][CH2:19][CH2:20][CH2:21][B:22]1[O:23][C:24]([CH3:30])([CH3:29])[C:25]([CH3:27])([CH3:28])[O:26]1)[C:13]([O:15][CH2:16][CH3:17])=[O:14])=[O:10])[C:2]1[CH:7]=[CH:6][CH:5]=[CH:4][CH:3]=1. The yield is 0.520.